Dataset: Catalyst prediction with 721,799 reactions and 888 catalyst types from USPTO. Task: Predict which catalyst facilitates the given reaction. Reactant: [C:1]([O:5][C:6]([N:8]([CH3:13])[CH2:9][C:10]([OH:12])=O)=[O:7])([CH3:4])([CH3:3])[CH3:2].C1N=CN(C(N2C=NC=C2)=O)C=1.[Br-:26].[Br-:26].[NH2:28][CH2:29][CH2:30][CH2:31][P+:32]([C:45]1[CH:50]=[CH:49][CH:48]=[CH:47][CH:46]=1)([C:39]1[CH:44]=[CH:43][CH:42]=[CH:41][CH:40]=1)[C:33]1[CH:38]=[CH:37][CH:36]=[CH:35][CH:34]=1.[NH2:28][CH2:29][CH2:30][CH2:31][P+:32]([C:45]1[CH:50]=[CH:49][CH:48]=[CH:47][CH:46]=1)([C:33]1[CH:34]=[CH:35][CH:36]=[CH:37][CH:38]=1)[C:39]1[CH:44]=[CH:43][CH:42]=[CH:41][CH:40]=1. Product: [C:1]([O:5][C:6]([N:8]([CH3:13])[CH2:9][C:10]([NH:28][CH2:29][CH2:30][CH2:31][P+:32]([C:45]1[CH:50]=[CH:49][CH:48]=[CH:47][CH:46]=1)([C:33]1[CH:34]=[CH:35][CH:36]=[CH:37][CH:38]=1)[C:39]1[CH:44]=[CH:43][CH:42]=[CH:41][CH:40]=1)=[O:12])=[O:7])([CH3:2])([CH3:3])[CH3:4].[Br-:26]. The catalyst class is: 454.